This data is from Retrosynthesis with 50K atom-mapped reactions and 10 reaction types from USPTO. The task is: Predict the reactants needed to synthesize the given product. Given the product CC(C)N1CC(CCCCN2CCN(c3ccccc3O)CC2)OC1=O, predict the reactants needed to synthesize it. The reactants are: CC(C)N1CC(CCCCCl)OC1=O.Oc1ccccc1N1CCNCC1.